Dataset: Full USPTO retrosynthesis dataset with 1.9M reactions from patents (1976-2016). Task: Predict the reactants needed to synthesize the given product. (1) Given the product [Br:16][C:10]1[CH:11]=[CH:12][CH:13]=[C:14]2[C:9]=1[CH2:8][CH2:7][CH2:6][C:5]2=[O:15], predict the reactants needed to synthesize it. The reactants are: [Al+3].[Cl-].[Cl-].[Cl-].[C:5]1(=[O:15])[C:14]2[C:9](=[CH:10][CH:11]=[CH:12][CH:13]=2)[CH2:8][CH2:7][CH2:6]1.[Br:16]Br. (2) Given the product [O:34]=[S:20]1(=[O:19])[CH2:21][CH2:22][N:23]([CH2:26][C:27]2[CH:32]=[CH:31][C:30]([NH:33][C:15]([C:12]3[CH:11]=[CH:10][C:9]([C:7]4[CH:8]=[C:3]([C:1]#[N:2])[CH:4]=[CH:5][C:6]=4[CH3:18])=[CH:14][CH:13]=3)=[O:17])=[CH:29][CH:28]=2)[CH2:24][CH2:25]1, predict the reactants needed to synthesize it. The reactants are: [C:1]([C:3]1[CH:4]=[CH:5][C:6]([CH3:18])=[C:7]([C:9]2[CH:14]=[CH:13][C:12]([C:15]([OH:17])=O)=[CH:11][CH:10]=2)[CH:8]=1)#[N:2].[O:19]=[S:20]1(=[O:34])[CH2:25][CH2:24][N:23]([CH2:26][C:27]2[CH:32]=[CH:31][C:30]([NH2:33])=[CH:29][CH:28]=2)[CH2:22][CH2:21]1.CCN=C=NCCCN(C)C.C1C=CC2N(O)N=NC=2C=1.CN1CCOCC1. (3) Given the product [N:49]1[CH:48]=[CH:47][N:46]2[C:41]([C:11]3[N:12]=[C:7]([N:1]4[CH2:2][CH2:3][O:4][CH2:5][CH2:6]4)[C:8]4[N:28]=[C:27]([CH2:29][N:30]5[CH2:31][CH:32]([N:34]6[CH2:39][CH2:38][O:37][CH2:36][CH2:35]6)[CH2:33]5)[S:26][C:9]=4[N:10]=3)=[CH:42][CH:43]=[CH:44][C:45]=12, predict the reactants needed to synthesize it. The reactants are: [N:1]1([C:7]2[C:8]3[N:28]=[C:27]([CH2:29][N:30]4[CH2:33][CH:32]([N:34]5[CH2:39][CH2:38][O:37][CH2:36][CH2:35]5)[CH2:31]4)[S:26][C:9]=3[N:10]=[C:11]([Sn](CCCC)(CCCC)CCCC)[N:12]=2)[CH2:6][CH2:5][O:4][CH2:3][CH2:2]1.Br[C:41]1[N:46]2[CH:47]=[CH:48][N:49]=[C:45]2[CH:44]=[CH:43][CH:42]=1. (4) Given the product [CH3:1][N:2]1[CH2:7][CH2:6][CH:5]([O:8][CH:9]2[C:18]3[CH:19]=[CH:20][CH:21]=[CH:22][C:17]=3[CH2:16][CH2:15][N:14]3[C:10]2=[N:11][C:12]([C:25]2[CH:26]=[CH:27][CH:28]=[CH:29][CH:30]=2)=[C:13]3[CH:23]=[O:24])[CH2:4][CH2:3]1, predict the reactants needed to synthesize it. The reactants are: [CH3:1][N:2]1[CH2:7][CH2:6][CH:5]([O:8][CH:9]2[C:18]3[CH:19]=[CH:20][CH:21]=[CH:22][C:17]=3[CH2:16][CH2:15][N:14]3[C:10]2=[N:11][C:12]([C:25]2[CH:30]=[CH:29][CH:28]=[CH:27][CH:26]=2)=[C:13]3[CH2:23][OH:24])[CH2:4][CH2:3]1. (5) Given the product [CH2:3]([N:10]1[CH2:15][CH2:14][CH2:13][C:12](=[O:16])[CH2:11]1)[C:4]1[CH:5]=[CH:6][CH:7]=[CH:8][CH:9]=1, predict the reactants needed to synthesize it. The reactants are: O.Cl.[CH2:3]([N:10]1[CH2:15][CH2:14][CH2:13][C:12](=[O:16])[CH2:11]1)[C:4]1[CH:9]=[CH:8][CH:7]=[CH:6][CH:5]=1.C(N(CC)CC)C. (6) Given the product [C:4]([C:3]1[N:6]=[N:14][NH:1][C:2]=1[C:7]#[N:8])#[N:5], predict the reactants needed to synthesize it. The reactants are: [NH2:1]/[C:2](/[C:7]#[N:8])=[C:3](\[NH2:6])/[C:4]#[N:5].S(=O)(=O)(O)O.[N:14]([O-])=O.[Na+]. (7) Given the product [CH2:1]([C:3]1[S:22][C:6]2[N:7]=[CH:8][N:9]=[C:10]([N:11]3[CH2:16][CH2:15][CH:14]([C:17]([OH:19])=[O:18])[CH2:13][CH2:12]3)[C:5]=2[CH:4]=1)[CH3:2], predict the reactants needed to synthesize it. The reactants are: [CH2:1]([C:3]1[S:22][C:6]2[N:7]=[CH:8][N:9]=[C:10]([N:11]3[CH2:16][CH2:15][CH:14]([C:17]([O:19]CC)=[O:18])[CH2:13][CH2:12]3)[C:5]=2[CH:4]=1)[CH3:2].